From a dataset of Reaction yield outcomes from USPTO patents with 853,638 reactions. Predict the reaction yield, written as a fraction of the theoretical maximum amount of product (1.0 means a 100% yield; for example, 0.34 means a 34% yield). (1) The reactants are C(=O)([O-])[O-].[Na+].[Na+].Cl[C:8]1[C:9]([CH:14]2[CH2:17][N:16]([C:18]3[N:27]=[CH:26][C:25]4[C:20](=[CH:21][CH:22]=[CH:23][CH:24]=4)[N:19]=3)[CH2:15]2)=[N:10][CH:11]=[CH:12][N:13]=1.[Cl:28][C:29]1[CH:34]=[CH:33][C:32](B(O)O)=[CH:31][CH:30]=1. The catalyst is O1CCOCC1.Cl[Pd](Cl)([P](C1C=CC=CC=1)(C1C=CC=CC=1)C1C=CC=CC=1)[P](C1C=CC=CC=1)(C1C=CC=CC=1)C1C=CC=CC=1. The product is [Cl:28][C:29]1[CH:34]=[CH:33][C:32]([C:8]2[C:9]([CH:14]3[CH2:17][N:16]([C:18]4[N:27]=[CH:26][C:25]5[C:20](=[CH:21][CH:22]=[CH:23][CH:24]=5)[N:19]=4)[CH2:15]3)=[N:10][CH:11]=[CH:12][N:13]=2)=[CH:31][CH:30]=1. The yield is 0.640. (2) The reactants are O=P12OP3(OP(OP(O3)(O1)=O)(=O)O2)=O.CS(O)(=O)=O.[Br:20][C:21]1[CH:35]=[CH:34][CH:33]=[C:32]([F:36])[C:22]=1[C:23]([NH:25][CH2:26][CH:27]([O:30]C)OC)=O.C([O-])(O)=O.[Na+]. The catalyst is C(Cl)Cl. The product is [Br:20][C:21]1[CH:35]=[CH:34][CH:33]=[C:32]([F:36])[C:22]=1[C:23]1[O:30][CH:27]=[CH:26][N:25]=1. The yield is 0.820.